Dataset: Full USPTO retrosynthesis dataset with 1.9M reactions from patents (1976-2016). Task: Predict the reactants needed to synthesize the given product. (1) The reactants are: C([O:8][N:9]1[C:15](=[O:16])[N:14]2[CH2:17][C@H:10]1[CH2:11][CH2:12][C@H:13]2[C:18]([NH:20][O:21][CH2:22][C:23]1[N:27]([CH3:28])[CH:26]=[N:25][CH:24]=1)=[O:19])C1C=CC=CC=1. Given the product [OH:8][N:9]1[C:15](=[O:16])[N:14]2[CH2:17][C@H:10]1[CH2:11][CH2:12][C@H:13]2[C:18]([NH:20][O:21][CH2:22][C:23]1[N:27]([CH3:28])[CH:26]=[N:25][CH:24]=1)=[O:19], predict the reactants needed to synthesize it. (2) Given the product [CH:1]1([CH2:4][NH:5][C:13](=[O:14])[CH2:12][C:11]([NH:10][CH2:9][C:8]2[CH:17]=[C:18]([C:21]3[CH2:25][C:24]([C:30]4[CH:35]=[C:34]([Cl:36])[C:33]([Cl:37])=[C:32]([Cl:38])[CH:31]=4)([C:26]([F:27])([F:28])[F:29])[O:23][N:22]=3)[CH:19]=[CH:20][C:7]=2[F:6])=[O:16])[CH2:3][CH2:2]1, predict the reactants needed to synthesize it. The reactants are: [CH:1]1([CH2:4][NH2:5])[CH2:3][CH2:2]1.[F:6][C:7]1[CH:20]=[CH:19][C:18]([C:21]2[CH2:25][C:24]([C:30]3[CH:35]=[C:34]([Cl:36])[C:33]([Cl:37])=[C:32]([Cl:38])[CH:31]=3)([C:26]([F:29])([F:28])[F:27])[O:23][N:22]=2)=[CH:17][C:8]=1[CH2:9][NH:10][C:11](=[O:16])[CH2:12][C:13](O)=[O:14].CN(C(ON1N=NC2C=CC=NC1=2)=[N+](C)C)C.F[P-](F)(F)(F)(F)F.C(N(CC)CC)C.[N-]=C=O.CC[NH+](CC)CC.CC[NH+](CC)CC.C([O-])([O-])=O. (3) Given the product [Cl:18][C:13]1[CH:12]=[C:8]([CH:7]=[C:6]([CH:1]2[CH2:5][CH2:4][CH2:3][CH2:2]2)[N:14]=1)[C:9]([O:27][CH3:28])=[O:10], predict the reactants needed to synthesize it. The reactants are: [CH:1]1([C:6]2[CH:7]=[C:8]([CH:12]=[C:13](O)[N:14]=2)[C:9](O)=[O:10])[CH2:5][CH2:4][CH2:3][CH2:2]1.P(Cl)(Cl)([Cl:18])=O.P([O:27][CH3:28])(OC)(OC)=O. (4) Given the product [C:1]([N:4]1[CH2:9][CH2:8][C:7]2[N:13]=[C:14]([NH2:16])[S:15][C:6]=2[CH2:5]1)(=[O:3])[CH3:2], predict the reactants needed to synthesize it. The reactants are: [C:1]([N:4]1[CH2:9][CH2:8][C:7](=O)[CH2:6][CH2:5]1)(=[O:3])[CH3:2].BrBr.[NH2:13][C:14]([NH2:16])=[S:15].